Predict the reaction yield, written as a fraction of the theoretical maximum amount of product (1.0 means a 100% yield; for example, 0.34 means a 34% yield). From a dataset of Reaction yield outcomes from USPTO patents with 853,638 reactions. The reactants are [NH2:1][C:2]1[S:6][N:5]=[C:4]([CH3:7])[N:3]=1.[N:8]([O-])=[O:9].[Na+]. The catalyst is S(=O)(=O)(O)O.N([O-])=O.[Na+]. The product is [CH3:7][C:4]1[N:3]=[C:2]([NH:1][N:8]=[O:9])[S:6][N:5]=1. The yield is 0.560.